This data is from Reaction yield outcomes from USPTO patents with 853,638 reactions. The task is: Predict the reaction yield, written as a fraction of the theoretical maximum amount of product (1.0 means a 100% yield; for example, 0.34 means a 34% yield). (1) The reactants are [Cl:1][C:2]1[CH:9]=[C:8]([N:10]2[C:14](=[O:15])[CH:13]=[C:12]([OH:16])[CH:11]2[CH2:17][CH2:18][CH3:19])[CH:7]=[CH:6][C:3]=1[C:4]#[N:5].C(O)(=O)C.[BH4-].[Na+].O. The catalyst is C(#N)C.[Cl-].[Na+].O. The product is [Cl:1][C:2]1[CH:9]=[C:8]([N:10]2[C:14](=[O:15])[CH2:13][C@H:12]([OH:16])[C@@H:11]2[CH2:17][CH2:18][CH3:19])[CH:7]=[CH:6][C:3]=1[C:4]#[N:5]. The yield is 0.720. (2) The reactants are [NH2:1][C:2]1[S:3][C:4]([S:7][CH3:8])=[N:5][N:6]=1.Br[CH2:10][C:11](=O)[C:12]([O:14][CH2:15][CH3:16])=[O:13]. The catalyst is C(O)C. The product is [CH3:8][S:7][C:4]1[S:3][C:2]2=[N:1][C:11]([C:12]([O:14][CH2:15][CH3:16])=[O:13])=[CH:10][N:6]2[N:5]=1. The yield is 0.260. (3) The reactants are [CH2:1]([O:8][C@H:9]1[C@H:15]([O:16][CH2:17][C:18]2[CH:23]=[CH:22][CH:21]=[CH:20][CH:19]=2)[C@@H:14]([O:24][CH2:25][C:26]2[CH:31]=[CH:30][CH:29]=[CH:28][CH:27]=2)[C@:13]2([C:33]3[CH:38]=[CH:37][C:36]([Cl:39])=[C:35]([CH2:40][C:41]4[CH:46]=[CH:45][C:44]([O:47][CH2:48][CH3:49])=[CH:43][CH:42]=4)[CH:34]=3)[O:32][C@@:10]1([CH2:50][OH:51])[CH2:11][O:12]2)[C:2]1[CH:7]=[CH:6][CH:5]=[CH:4][CH:3]=1.I(C1C=CC=CC=1C(O)=O)(=O)=O. The catalyst is ClCCl. The product is [CH2:1]([O:8][C@H:9]1[C@H:15]([O:16][CH2:17][C:18]2[CH:19]=[CH:20][CH:21]=[CH:22][CH:23]=2)[C@@H:14]([O:24][CH2:25][C:26]2[CH:31]=[CH:30][CH:29]=[CH:28][CH:27]=2)[C@:13]2([C:33]3[CH:38]=[CH:37][C:36]([Cl:39])=[C:35]([CH2:40][C:41]4[CH:42]=[CH:43][C:44]([O:47][CH2:48][CH3:49])=[CH:45][CH:46]=4)[CH:34]=3)[O:32][C@@:10]1([CH:50]=[O:51])[CH2:11][O:12]2)[C:2]1[CH:7]=[CH:6][CH:5]=[CH:4][CH:3]=1. The yield is 0.600. (4) The reactants are [Al+3].[Cl-].[Cl-].[Cl-].[C:5]1([NH:11][C:12](=[O:17])[CH:13]=[C:14]([CH3:16])[CH3:15])[CH:10]=[CH:9][CH:8]=[CH:7][CH:6]=1. The catalyst is C1C=CC=CC=1. The product is [CH3:16][C:14]1([CH3:15])[C:10]2[C:5](=[CH:6][CH:7]=[CH:8][CH:9]=2)[NH:11][C:12](=[O:17])[CH2:13]1. The yield is 0.860. (5) The reactants are [CH3:1][O:2][C:3]1[CH:8]=[C:7]([O:9][C:10]2[CH:11]=[C:12]([NH:17][CH3:18])[C:13]([NH2:16])=[CH:14][CH:15]=2)[CH:6]=[C:5]([CH3:19])[N:4]=1.[CH3:20][O:21][C:22]([C:24]1[CH:25]=[C:26]([CH:32]=[CH:33][CH:34]=1)[O:27][CH2:28][C:29](O)=[O:30])=[O:23].C(N(CC)CC)C.C(Cl)(=O)C(C)(C)C. The catalyst is ClCCl. The product is [CH3:1][O:2][C:3]1[CH:8]=[C:7]([O:9][C:10]2[CH:15]=[CH:14][C:13]([NH:16][C:29](=[O:30])[CH2:28][O:27][C:26]3[CH:25]=[C:24]([CH:34]=[CH:33][CH:32]=3)[C:22]([O:21][CH3:20])=[O:23])=[C:12]([NH:17][CH3:18])[CH:11]=2)[CH:6]=[C:5]([CH3:19])[N:4]=1. The yield is 0.640. (6) The reactants are [C:1]([C:4]1([C:10]([O:12][CH2:13][CH3:14])=[O:11])[CH2:9][O:8][CH2:7][O:6][CH2:5]1)(=[O:3])[CH3:2].[BH4-].[Na+]. The catalyst is C(O)C. The product is [OH:3][CH:1]([C:4]1([C:10]([O:12][CH2:13][CH3:14])=[O:11])[CH2:9][O:8][CH2:7][O:6][CH2:5]1)[CH3:2]. The yield is 0.840. (7) The reactants are [NH:1]1[C:9]2[C:4](=[CH:5][CH:6]=[CH:7][C:8]=2[NH:10][S:11]([CH3:14])(=[O:13])=[O:12])[CH:3]=[CH:2]1.[C:15]1([CH3:27])[CH:20]=[CH:19][C:18]([C:21](O)([CH2:24][CH3:25])[CH2:22][CH3:23])=[CH:17][CH:16]=1.FC(F)(F)C(O)=O.C(OCC)(=O)C. The catalyst is ClCCl. The product is [CH2:22]([C:21]([C:3]1[C:4]2[C:9](=[C:8]([NH:10][S:11]([CH3:14])(=[O:12])=[O:13])[CH:7]=[CH:6][CH:5]=2)[NH:1][CH:2]=1)([C:18]1[CH:19]=[CH:20][C:15]([CH3:27])=[CH:16][CH:17]=1)[CH2:24][CH3:25])[CH3:23]. The yield is 0.520. (8) The reactants are [C:1]([O:5][C:6](=[O:23])[NH:7][C:8]1[CH:13]=[CH:12][C:11]([F:14])=[C:10]([O:15][C:16]2[CH:21]=[CH:20][C:19]([NH2:22])=[CH:18][N:17]=2)[CH:9]=1)([CH3:4])([CH3:3])[CH3:2].[S-:24][C:25]#[N:26].[K+].BrBr. The catalyst is C(O)(=O)C. The product is [C:1]([O:5][C:6](=[O:23])[NH:7][C:8]1[CH:13]=[CH:12][C:11]([F:14])=[C:10]([O:15][C:16]2[N:17]=[C:18]3[S:24][C:25]([NH2:26])=[N:22][C:19]3=[CH:20][CH:21]=2)[CH:9]=1)([CH3:4])([CH3:2])[CH3:3]. The yield is 0.650.